From a dataset of Reaction yield outcomes from USPTO patents with 853,638 reactions. Predict the reaction yield, written as a fraction of the theoretical maximum amount of product (1.0 means a 100% yield; for example, 0.34 means a 34% yield). The reactants are [CH:1]1([NH:7][C:8]2[C:9]3[CH:19]=[CH:18][NH:17][C:10]=3[N:11]=[CH:12][C:13]=2[N+:14]([O-])=O)[CH2:6][CH2:5][CH2:4][CH2:3][CH2:2]1.O.O.[Sn](Cl)Cl. The catalyst is CCO. The product is [CH:1]1([NH:7][C:8]2[C:13]([NH2:14])=[CH:12][N:11]=[C:10]3[NH:17][CH:18]=[CH:19][C:9]=23)[CH2:2][CH2:3][CH2:4][CH2:5][CH2:6]1. The yield is 0.870.